Dataset: Reaction yield outcomes from USPTO patents with 853,638 reactions. Task: Predict the reaction yield, written as a fraction of the theoretical maximum amount of product (1.0 means a 100% yield; for example, 0.34 means a 34% yield). (1) The reactants are [CH:1]([C:3]1[CH:15]=[CH:14][C:6]2[C:7](=[O:13])[CH2:8][CH2:9][C:10](=[O:12])[NH:11][C:5]=2[CH:4]=1)=[CH2:2]. The catalyst is CCO.[Pd]. The product is [CH2:1]([C:3]1[CH:15]=[CH:14][C:6]2[C:7](=[O:13])[CH2:8][CH2:9][C:10](=[O:12])[NH:11][C:5]=2[CH:4]=1)[CH3:2]. The yield is 0.910. (2) The reactants are CN(C)C=O.C(OC([N:13]1[CH2:18][CH2:17][N:16]([C:19]2[C:20]([O:25]CCO)=[N:21][CH:22]=[CH:23][N:24]=2)[CH2:15][CH2:14]1)=O)(C)(C)C.[C:29]1(P(C2C=CC=CC=2)C2C=CC=CC=2)C=CC=C[CH:30]=1.[Cl:48][C:49]1[CH:54]=[CH:53][C:52]([OH:55])=[C:51]([F:56])[CH:50]=1. The catalyst is C1COCC1. The product is [Cl:48][C:49]1[CH:54]=[CH:53][C:52]([O:55][CH2:29][CH2:30][N:21]2[CH:22]=[CH:23][N:24]=[C:19]([N:16]3[CH2:15][CH2:14][NH:13][CH2:18][CH2:17]3)[C:20]2=[O:25])=[C:51]([F:56])[CH:50]=1. The yield is 0.350. (3) The reactants are [OH:1][C:2]1[CH:10]=[CH:9][CH:8]=[C:7]2[C:3]=1[C:4](=[O:12])O[C:6]2=[O:11].Cl.[NH2:14][CH2:15][C:16]([O:18][CH3:19])=[O:17]. No catalyst specified. The product is [OH:1][C:2]1[CH:10]=[CH:9][CH:8]=[C:7]2[C:3]=1[C:4](=[O:12])[N:14]([CH2:15][C:16]([O:18][CH3:19])=[O:17])[C:6]2=[O:11]. The yield is 0.190. (4) The reactants are [CH2:1]([C@@H:3]1[CH2:8][O:7][CH2:6][CH2:5][N:4]1[C:9]1[CH:18]=[CH:17][C:16]2[CH2:15][N:14](C(OC(C)(C)C)=O)[CH2:13][C@@H:12]([CH3:26])[C:11]=2[N:10]=1)[CH3:2].C(OCC)(=O)C.[ClH:33]. The catalyst is CO. The product is [ClH:33].[CH2:1]([C@@H:3]1[CH2:8][O:7][CH2:6][CH2:5][N:4]1[C:9]1[CH:18]=[CH:17][C:16]2[CH2:15][NH:14][CH2:13][C@@H:12]([CH3:26])[C:11]=2[N:10]=1)[CH3:2]. The yield is 0.730. (5) The reactants are [CH2:1]([C:3]1[CH:4]=[C:5]2[C:9](=[CH:10][CH:11]=1)[NH:8][CH:7]=[C:6]2[CH2:12][CH:13](C(O)=O)[C:14]([OH:16])=[O:15])[CH3:2].C(=O)=O. No catalyst specified. The product is [CH2:1]([C:3]1[CH:4]=[C:5]2[C:9](=[CH:10][CH:11]=1)[NH:8][CH:7]=[C:6]2[CH2:12][CH2:13][C:14]([OH:16])=[O:15])[CH3:2]. The yield is 0.577. (6) The reactants are [CH2:1]([NH:3][C:4]([C:6]1[CH:7]=[C:8]2[C:13](=[CH:14][C:15]=1[OH:16])[N:12]=[CH:11][CH:10]=[C:9]2[O:17][C:18]1[CH:23]=[CH:22][C:21]([NH:24][C:25]([NH:27][CH2:28][CH3:29])=[O:26])=[C:20]([Cl:30])[CH:19]=1)=[O:5])[CH3:2].Br[CH2:32][CH:33]1[CH2:38][CH2:37][N:36]([C:39](OC(C)(C)C)=O)[CH2:35][CH2:34]1.C(=O)([O-])[O-].[K+].[K+].C=O.C([BH3-])#N.[Na+]. The catalyst is CN(C)C=O.C(OCC)(=O)C.CCCCCC.C(O)(=O)C.O. The product is [CH2:1]([NH:3][C:4]([C:6]1[CH:7]=[C:8]2[C:13](=[CH:14][C:15]=1[O:16][CH2:32][CH:33]1[CH2:38][CH2:37][N:36]([CH3:39])[CH2:35][CH2:34]1)[N:12]=[CH:11][CH:10]=[C:9]2[O:17][C:18]1[CH:23]=[CH:22][C:21]([NH:24][C:25]([NH:27][CH2:28][CH3:29])=[O:26])=[C:20]([Cl:30])[CH:19]=1)=[O:5])[CH3:2]. The yield is 0.590. (7) The reactants are FC1C=C(F)C=CC=1C1C=C(COS(C)(=O)=O)C(=O)N(CC(C)C)N=1.[Cl:26][C:27]1[CH:53]=[CH:52][C:30]([CH2:31][N:32]2[C:37](=[O:38])[C:36]([C:39]([O:41]C)=[O:40])=[CH:35][C:34]([C:43]3[CH:48]=[CH:47][C:46]([O:49][CH3:50])=[C:45]([F:51])[CH:44]=3)=[N:33]2)=[CH:29][CH:28]=1. No catalyst specified. The product is [C:39]([C:36]1[C:37](=[O:38])[N:32]([CH2:31][C:30]2[CH:29]=[CH:28][C:27]([Cl:26])=[CH:53][CH:52]=2)[N:33]=[C:34]([C:43]2[CH:48]=[CH:47][C:46]([O:49][CH3:50])=[C:45]([F:51])[CH:44]=2)[CH:35]=1)([OH:41])=[O:40]. The yield is 0.960. (8) The reactants are Cl[C:2]1[N:7]=[C:6]([S:8][CH2:9][CH3:10])[C:5]([C:11]([NH:13][CH2:14][C:15]2[CH:20]=[CH:19][CH:18]=[C:17]([F:21])[CH:16]=2)=[O:12])=[C:4]([CH3:22])[CH:3]=1.[CH3:23][O:24][CH:25]1[CH2:28][NH:27][CH2:26]1.C([O-])([O-])=O.[Cs+].[Cs+]. The catalyst is O1CCOCC1. The product is [CH2:9]([S:8][C:6]1[C:5]([C:11]([NH:13][CH2:14][C:15]2[CH:20]=[CH:19][CH:18]=[C:17]([F:21])[CH:16]=2)=[O:12])=[C:4]([CH3:22])[CH:3]=[C:2]([N:27]2[CH2:28][CH:25]([O:24][CH3:23])[CH2:26]2)[N:7]=1)[CH3:10]. The yield is 0.310.